Dataset: Reaction yield outcomes from USPTO patents with 853,638 reactions. Task: Predict the reaction yield, written as a fraction of the theoretical maximum amount of product (1.0 means a 100% yield; for example, 0.34 means a 34% yield). (1) The reactants are C[O:2][C:3](=[O:23])[C:4]1[CH:9]=[CH:8][C:7]([NH:10][C:11]([NH:13][C:14]2[CH:19]=[N:18][C:17]([CH3:20])=[CH:16][N:15]=2)=[O:12])=[C:6]([O:21][CH3:22])[CH:5]=1.CO.O.[OH-].[Li+]. The catalyst is O. The product is [CH3:22][O:21][C:6]1[CH:5]=[C:4]([CH:9]=[CH:8][C:7]=1[NH:10][C:11]([NH:13][C:14]1[CH:19]=[N:18][C:17]([CH3:20])=[CH:16][N:15]=1)=[O:12])[C:3]([OH:23])=[O:2]. The yield is 0.880. (2) The reactants are [O:1]1[CH2:6][CH2:5][N:4]([CH2:7][CH2:8][OH:9])[CH2:3][CH2:2]1.[C:10]1([C:20](Cl)=[O:21])[C:19]2[C:14](=[CH:15][CH:16]=[CH:17][CH:18]=2)[CH:13]=[CH:12][CH:11]=1. No catalyst specified. The product is [C:10]1([C:20]([O:9][CH2:8][CH2:7][N:4]2[CH2:5][CH2:6][O:1][CH2:2][CH2:3]2)=[O:21])[C:19]2[C:14](=[CH:15][CH:16]=[CH:17][CH:18]=2)[CH:13]=[CH:12][CH:11]=1. The yield is 0.940. (3) The reactants are [NH2:1][C:2]1[N:7]=[C:6]([Cl:8])[C:5]([CH2:9]C(OCC)=O)=[C:4]([N:15]([CH2:27][C:28](OC)=[O:29])[CH2:16][C:17]2[C:22]([CH3:23])=[C:21]([O:24][CH3:25])[C:20]([CH3:26])=[CH:19][N:18]=2)[N:3]=1.CC(C)([O-])C.[K+].Cl.[OH-].[Na+]. The catalyst is O1CCCC1.O.C(OCC)(=O)C. The product is [NH2:1][C:2]1[N:7]=[C:6]([Cl:8])[C:5]2[CH2:9][C:28](=[O:29])[CH2:27][N:15]([CH2:16][C:17]3[C:22]([CH3:23])=[C:21]([O:24][CH3:25])[C:20]([CH3:26])=[CH:19][N:18]=3)[C:4]=2[N:3]=1. The yield is 0.0700. (4) The reactants are C(Cl)(Cl)Cl.[C:5]([O-])([O-])=[O:6].[K+].[K+].[Cl:11][C:12]1[C:17]([C:18]([F:21])([F:20])[F:19])=[CH:16][CH:15]=[CH:14][C:13]=1[OH:22].Cl. The catalyst is O. The product is [Cl:11][C:12]1[C:17]([C:18]([F:20])([F:21])[F:19])=[C:16]([CH:15]=[CH:14][C:13]=1[OH:22])[CH:5]=[O:6]. The yield is 0.100.